Dataset: Full USPTO retrosynthesis dataset with 1.9M reactions from patents (1976-2016). Task: Predict the reactants needed to synthesize the given product. (1) The reactants are: [CH:1]([O:6][CH3:7])([O:4][CH3:5])OC.CC1C=CC(S(O)(=O)=O)=CC=1.O.[N:20]([CH2:23][CH2:24][CH2:25][O:26][C:27]1[CH:34]=[CH:33][C:30](C=O)=[C:29]([O:35][CH3:36])[CH:28]=1)=[N+:21]=[N-:22]. Given the product [CH3:7][O:6][CH:1]([O:4][CH3:5])[C:30]1[CH:33]=[CH:34][C:27]([O:26][CH2:25][CH2:24][CH2:23][N:20]=[N+:21]=[N-:22])=[CH:28][C:29]=1[O:35][CH3:36], predict the reactants needed to synthesize it. (2) Given the product [C:1]([O:5][C:6]([N:8]1[CH2:13][CH2:12][CH:11]([C:14]2[CH:19]=[CH:18][C:17]([C:26]3[CH:25]=[CH:24][N:23]=[C:22]([CH3:21])[CH:27]=3)=[CH:16][N:15]=2)[CH2:10][CH2:9]1)=[O:7])([CH3:4])([CH3:3])[CH3:2], predict the reactants needed to synthesize it. The reactants are: [C:1]([O:5][C:6]([N:8]1[CH2:13][CH2:12][CH:11]([C:14]2[CH:19]=[CH:18][C:17](Br)=[CH:16][N:15]=2)[CH2:10][CH2:9]1)=[O:7])([CH3:4])([CH3:3])[CH3:2].[CH3:21][C:22]1[CH:27]=[C:26](B(O)O)[CH:25]=[CH:24][N:23]=1.C([O-])([O-])=O.[Na+].[Na+]. (3) Given the product [F:1][C:2]1[CH:19]=[C:18]([I:20])[CH:17]=[CH:16][C:3]=1[NH:4][C:5]1[C:6]([C:13]([O:15][C:32]2[C:33]([F:42])=[C:34]([F:41])[C:35]([F:40])=[C:36]([F:39])[C:37]=2[F:38])=[O:14])=[CH:7][N:8]([CH3:12])[C:9](=[O:11])[CH:10]=1, predict the reactants needed to synthesize it. The reactants are: [F:1][C:2]1[CH:19]=[C:18]([I:20])[CH:17]=[CH:16][C:3]=1[NH:4][C:5]1[C:6]([C:13]([OH:15])=[O:14])=[CH:7][N:8]([CH3:12])[C:9](=[O:11])[CH:10]=1.N1C=CC=CC=1.FC(F)(F)C(O[C:32]1[C:37]([F:38])=[C:36]([F:39])[C:35]([F:40])=[C:34]([F:41])[C:33]=1[F:42])=O. (4) Given the product [CH3:34][C:26]1[N:25]([CH:20]2[CH2:21][C@H:22]3[N:17]([CH2:16][CH2:15][CH:14]([C:35]4[CH:36]=[CH:37][CH:38]=[CH:39][CH:40]=4)[CH2:13][NH:12][S:9]([C:6]4[CH:7]=[CH:8][C:3]([C:1]([NH2:2])=[O:44])=[CH:4][CH:5]=4)(=[O:10])=[O:11])[C@H:18]([CH2:24][CH2:23]3)[CH2:19]2)[C:29]2[CH:30]=[CH:31][CH:32]=[CH:33][C:28]=2[N:27]=1, predict the reactants needed to synthesize it. The reactants are: [C:1]([C:3]1[CH:8]=[CH:7][C:6]([S:9]([NH:12][CH2:13][CH:14]([C:35]2[CH:40]=[CH:39][CH:38]=[CH:37][CH:36]=2)[CH2:15][CH2:16][N:17]2[C@H:22]3[CH2:23][CH2:24][C@@H:18]2[CH2:19][CH:20]([N:25]2[C:29]4[CH:30]=[CH:31][CH:32]=[CH:33][C:28]=4[N:27]=[C:26]2[CH3:34])[CH2:21]3)(=[O:11])=[O:10])=[CH:5][CH:4]=1)#[N:2].[OH-].[Na+].C([O-])([O-])=[O:44].[K+].[K+]. (5) Given the product [OH:9][CH2:8][C:7]1[C:2]([CH3:1])=[C:3]([O:11][C:14]2[CH:15]=[C:16]([CH:19]=[CH:20][CH:21]=2)[C:17]#[N:18])[C:4]([CH3:10])=[N:5][CH:6]=1, predict the reactants needed to synthesize it. The reactants are: [CH3:1][C:2]1[C:7]([CH2:8][OH:9])=[CH:6][N:5]=[C:4]([CH3:10])[C:3]=1[OH:11].Cl.I[C:14]1[CH:15]=[C:16]([CH:19]=[CH:20][CH:21]=1)[C:17]#[N:18]. (6) The reactants are: [CH3:1][O:2][CH2:3][CH2:4][N:5]1[C:9]([CH3:10])=[C:8]([CH3:11])[S:7][C:6]1=[NH:12].CCN(CC)CC.[CH3:20][C:21]1([CH3:33])[CH2:25][C:24]2[CH:26]=[CH:27][CH:28]=[C:29]([C:30](Cl)=[O:31])[C:23]=2[O:22]1. Given the product [CH3:1][O:2][CH2:3][CH2:4][N:5]1[C:9]([CH3:10])=[C:8]([CH3:11])[S:7]/[C:6]/1=[N:12]\[C:30]([C:29]1[C:23]2[O:22][C:21]([CH3:33])([CH3:20])[CH2:25][C:24]=2[CH:26]=[CH:27][CH:28]=1)=[O:31], predict the reactants needed to synthesize it.